Dataset: Full USPTO retrosynthesis dataset with 1.9M reactions from patents (1976-2016). Task: Predict the reactants needed to synthesize the given product. Given the product [CH3:14][N:13]([CH3:15])[C@H:10]1[CH2:9][C@@H:8]([NH:16][C:17](=[O:19])[CH3:18])[C@@H:7]([N:4]2[CH2:5][CH2:6][C@H:2]([NH:1][C:22]3[C:31]4[C:26](=[CH:27][CH:28]=[C:29]([C:32]([F:34])([F:35])[F:33])[CH:30]=4)[N:25]=[CH:24][N:23]=3)[C:3]2=[O:20])[CH2:12][CH2:11]1, predict the reactants needed to synthesize it. The reactants are: [NH2:1][C@H:2]1[CH2:6][CH2:5][N:4]([C@H:7]2[CH2:12][CH2:11][C@@H:10]([N:13]([CH3:15])[CH3:14])[CH2:9][C@H:8]2[NH:16][C:17](=[O:19])[CH3:18])[C:3]1=[O:20].Cl[C:22]1[C:31]2[C:26](=[CH:27][CH:28]=[C:29]([C:32]([F:35])([F:34])[F:33])[CH:30]=2)[N:25]=[CH:24][N:23]=1.C(N(CC)CC)C.